This data is from Forward reaction prediction with 1.9M reactions from USPTO patents (1976-2016). The task is: Predict the product of the given reaction. (1) Given the reactants C([N:3]1[CH2:8][CH2:7][O:6][CH2:5][CH:4]1[C:9](O)=O)=O.C(OC(=O)C)(=O)C.[C:19]([O:23][CH2:24][CH3:25])(=[O:22])[C:20]#[CH:21], predict the reaction product. The product is: [CH2:24]([O:23][C:19]([C:20]1[CH:9]=[CH:4][N:3]2[CH2:8][CH2:7][O:6][CH2:5][C:21]=12)=[O:22])[CH3:25]. (2) Given the reactants [Cl:1][C:2]1[CH:7]=[CH:6][C:5]([S:8]([CH2:11][C:12]2[CH:17]=[CH:16][N:15]=[CH:14][CH:13]=2)(=[O:10])=[O:9])=[CH:4][CH:3]=1.[CH3:18][N:19]([CH3:23])[CH2:20][CH2:21]O.C(C=P(CCCC)(CCCC)CCCC)#N, predict the reaction product. The product is: [Cl:1][C:2]1[CH:3]=[CH:4][C:5]([S:8]([CH:11]([C:12]2[CH:13]=[CH:14][N:15]=[CH:16][CH:17]=2)[CH2:21][CH2:20][N:19]([CH3:23])[CH3:18])(=[O:9])=[O:10])=[CH:6][CH:7]=1. (3) Given the reactants [CH:1]1([C:4]2[N:5]=[CH:6][C:7]([C:15]([OH:17])=O)=[N:8][C:9]=2[O:10][CH2:11][CH:12]2[CH2:14][CH2:13]2)[CH2:3][CH2:2]1.Cl.[NH2:19][C@@H:20]([CH2:25][CH:26]1[CH2:28][CH2:27]1)[C:21]([NH:23][CH3:24])=[O:22], predict the reaction product. The product is: [CH:26]1([CH2:25][C@H:20]([NH:19][C:15]([C:7]2[CH:6]=[N:5][C:4]([CH:1]3[CH2:2][CH2:3]3)=[C:9]([O:10][CH2:11][CH:12]3[CH2:13][CH2:14]3)[N:8]=2)=[O:17])[C:21](=[O:22])[NH:23][CH3:24])[CH2:28][CH2:27]1. (4) Given the reactants C[O:2][C:3]([C:5]1[CH:6]=[C:7]([C:11]2[CH:16]=[C:15]([C:17]3[N:21]([CH2:22][CH2:23][CH2:24][O:25][CH3:26])[N:20]=[N:19][N:18]=3)[C:14]([O:27][CH2:28][C:29]3[CH:34]=[CH:33][CH:32]=[CH:31][CH:30]=3)=[CH:13][C:12]=2[O:35][CH2:36][C:37]2[CH:42]=[CH:41][CH:40]=[CH:39][CH:38]=2)[CH:8]=[CH:9][CH:10]=1)=[O:4].[Li+].[OH-].Cl, predict the reaction product. The product is: [CH2:36]([O:35][C:12]1[CH:13]=[C:14]([O:27][CH2:28][C:29]2[CH:30]=[CH:31][CH:32]=[CH:33][CH:34]=2)[C:15]([C:17]2[N:21]([CH2:22][CH2:23][CH2:24][O:25][CH3:26])[N:20]=[N:19][N:18]=2)=[CH:16][C:11]=1[C:7]1[CH:8]=[CH:9][CH:10]=[C:5]([C:3]([OH:4])=[O:2])[CH:6]=1)[C:37]1[CH:38]=[CH:39][CH:40]=[CH:41][CH:42]=1. (5) Given the reactants [C:1]([CH2:3][NH:4][C:5]([CH:7]1[CH2:12][CH2:11][N:10]([C:13]2[N:14]=[N:15][C:16]([CH2:21][C:22]3[CH:27]=[CH:26][CH:25]=[CH:24][CH:23]=3)=[C:17]([CH3:20])[C:18]=2[CH3:19])[CH2:9][CH2:8]1)=O)#[N:2].C1(P(C2C=CC=CC=2)C2C=CC=CC=2)C=CC=CC=1.C(Cl)(Cl)(Cl)[Cl:48], predict the reaction product. The product is: [CH2:21]([C:16]1[N:15]=[N:14][C:13]([N:10]2[CH2:11][CH2:12][CH:7]([C:5]3[NH:2][C:1]([Cl:48])=[CH:3][N:4]=3)[CH2:8][CH2:9]2)=[C:18]([CH3:19])[C:17]=1[CH3:20])[C:22]1[CH:27]=[CH:26][CH:25]=[CH:24][CH:23]=1. (6) Given the reactants [C:1]1([CH2:7][CH2:8][CH2:9][CH:10]([NH:20][C:21]([CH:23]2[CH2:28][CH2:27][NH:26][CH2:25][CH2:24]2)=[O:22])[CH2:11][CH2:12][CH2:13][C:14]2[CH:19]=[CH:18][CH:17]=[CH:16][CH:15]=2)[CH:6]=[CH:5][CH:4]=[CH:3][CH:2]=1.[CH3:29][O:30][C:31]1[CH:32]=[C:33]([CH:39]=[C:40]([O:44][CH3:45])[C:41]=1[O:42][CH3:43])OCC1CO1, predict the reaction product. The product is: [C:1]1([CH2:7][CH2:8][CH2:9][CH:10]([NH:20][C:21]([CH:23]2[CH2:28][CH2:27][N:26]([CH2:41][CH:31]([OH:30])[CH2:32][C:33]3[CH:39]=[C:40]([O:44][CH3:45])[C:41]([O:42][CH3:43])=[C:31]([O:30][CH3:29])[CH:32]=3)[CH2:25][CH2:24]2)=[O:22])[CH2:11][CH2:12][CH2:13][C:14]2[CH:19]=[CH:18][CH:17]=[CH:16][CH:15]=2)[CH:6]=[CH:5][CH:4]=[CH:3][CH:2]=1. (7) Given the reactants [Cl-].[CH3:2][C:3]1[C:11]2[CH2:10][O:9][C:8](=[O:12])[C:7]=2[CH:6]=[CH:5][C:4]=1[CH2:13][CH2:14][N:15]1[CH2:20][CH2:19][CH:18]([NH3+:21])[CH2:17][CH2:16]1.[C:22]([C:24]1[CH:32]=[CH:31][C:27]([C:28](O)=[O:29])=[C:26]([S:33]([CH3:36])(=[O:35])=[O:34])[CH:25]=1)#[N:23], predict the reaction product. The product is: [C:22]([C:24]1[CH:32]=[CH:31][C:27]([C:28]([NH:21][CH:18]2[CH2:17][CH2:16][N:15]([CH2:14][CH2:13][C:4]3[C:3]([CH3:2])=[C:11]4[C:7](=[CH:6][CH:5]=3)[C:8](=[O:12])[O:9][CH2:10]4)[CH2:20][CH2:19]2)=[O:29])=[C:26]([S:33]([CH3:36])(=[O:34])=[O:35])[CH:25]=1)#[N:23].